Dataset: hERG Central: cardiac toxicity at 1µM, 10µM, and general inhibition. Task: Predict hERG channel inhibition at various concentrations. (1) The compound is Cc1ccc2nc3nc(NCC4CCCO4)c(C(=O)NC4CCCC4)cc3c(=O)n2c1. Results: hERG_inhib (hERG inhibition (general)): blocker. (2) The compound is Cc1ccccc1N1CCN(CCCOc2ccc3c(C)cc(=O)oc3c2)CC1. Results: hERG_inhib (hERG inhibition (general)): blocker. (3) The drug is C/C(CC(=O)NCc1ccco1)=N\NC(=O)COc1ccc(Cl)cc1Cl. Results: hERG_inhib (hERG inhibition (general)): blocker. (4) Results: hERG_inhib (hERG inhibition (general)): blocker. The drug is COC(=O)[C@@]1(Cc2ccc(F)cc2)[C@H]2c3cc(C(=O)N(C)C)n(CCc4ccccn4)c3C[C@H]2CN1C(=O)c1ccccc1. (5) Results: hERG_inhib (hERG inhibition (general)): blocker. The drug is CN1CCN(C(=O)c2cnn(-c3ccccc3)c2NC(=O)c2ccc([N+](=O)[O-])cc2)CC1. (6) The molecule is Cc1cc(C)cc(-n2ncc3c2CCCC3NC(=O)CCN2Cc3ccccc3C2=O)c1. Results: hERG_inhib (hERG inhibition (general)): blocker. (7) The compound is O=C(c1ccco1)N1CCN(c2nnc(-c3ccccc3)c3ccccc23)CC1. Results: hERG_inhib (hERG inhibition (general)): blocker. (8) The compound is CC(=O)c1cccc(CN2CCN(CCc3ccccc3)C(CCO)C2)c1. Results: hERG_inhib (hERG inhibition (general)): blocker. (9) The molecule is COc1ccc(Cn2cc3c(-c4ccc(F)cc4)nnc-3c3cc(OC)c(OC)cc32)cc1. Results: hERG_inhib (hERG inhibition (general)): blocker. (10) The compound is O=C(NC1CCN(Cc2ccccc2)CC1)c1ccc(Cl)cc1Cl. Results: hERG_inhib (hERG inhibition (general)): blocker.